Dataset: Forward reaction prediction with 1.9M reactions from USPTO patents (1976-2016). Task: Predict the product of the given reaction. (1) Given the reactants Cl[C:2]1[CH:7]=[CH:6][N:5]=[C:4]([NH2:8])[CH:3]=1.[CH3:9][S-:10].[Na+], predict the reaction product. The product is: [CH3:9][S:10][C:2]1[CH:7]=[CH:6][N:5]=[C:4]([NH2:8])[CH:3]=1. (2) Given the reactants [C:1]([O:5][C:6]([N:8]1[CH2:13][CH2:12][C:11]([CH2:18][CH2:19][CH2:20][C:21]([OH:23])=[O:22])([C:14]([O:16][CH3:17])=[O:15])[CH2:10][CH2:9]1)=[O:7])([CH3:4])([CH3:3])[CH3:2].[CH3:24][Si](C=[N+]=[N-])(C)C, predict the reaction product. The product is: [C:1]([O:5][C:6]([N:8]1[CH2:9][CH2:10][C:11]([CH2:18][CH2:19][CH2:20][C:21]([O:23][CH3:24])=[O:22])([C:14]([O:16][CH3:17])=[O:15])[CH2:12][CH2:13]1)=[O:7])([CH3:4])([CH3:2])[CH3:3]. (3) Given the reactants [CH:1]1[C:6]([OH:7])=[CH:5][CH:4]=[CH:3][C:2]=1[CH3:8].C(=O)([O-])[O-].[K+].[K+].Br[CH2:16][C:17]([O:19][CH2:20][CH3:21])=[O:18], predict the reaction product. The product is: [CH3:8][C:2]1[CH:1]=[C:6]([CH:5]=[CH:4][CH:3]=1)[O:7][CH2:16][C:17]([O:19][CH2:20][CH3:21])=[O:18].